Predict the product of the given reaction. From a dataset of Forward reaction prediction with 1.9M reactions from USPTO patents (1976-2016). (1) Given the reactants C[O:2][C:3]1[CH:8]=[CH:7][CH:6]=[CH:5][C:4]=1B(O)O.[NH:12]1[CH:16]=[CH:15][CH:14]=[N:13]1.B(Br)(Br)Br, predict the reaction product. The product is: [N:12]1([C:4]2[CH:5]=[CH:6][CH:7]=[CH:8][C:3]=2[OH:2])[CH:16]=[CH:15][CH:14]=[N:13]1. (2) Given the reactants [O:1]1[CH2:6][CH2:5][CH:4]=[CH:3][CH:2]1[C:7]1[CH:8]=[CH:9][C:10](=[O:28])[N:11]([CH2:13][CH2:14][O:15][C:16]2[C:25]3[C:20](=[CH:21][C:22]([O:26][CH3:27])=[CH:23][CH:24]=3)[N:19]=[CH:18][CH:17]=2)[CH:12]=1, predict the reaction product. The product is: [CH3:27][O:26][C:22]1[CH:21]=[C:20]2[C:25]([C:16]([O:15][CH2:14][CH2:13][N:11]3[CH:12]=[C:7]([CH:2]4[CH2:3][CH2:4][CH2:5][CH2:6][O:1]4)[CH:8]=[CH:9][C:10]3=[O:28])=[CH:17][CH:18]=[N:19]2)=[CH:24][CH:23]=1. (3) Given the reactants Cl.[CH3:2][O:3][C:4](=[O:11])[CH2:5][CH2:6][CH2:7][CH2:8][CH2:9][NH2:10].C(N(CC)CC)C.C(Cl)Cl.[C:22]1([S:28]([N:31]=[C:32]=[O:33])(=[O:30])=[O:29])[CH:27]=[CH:26][CH:25]=[CH:24][CH:23]=1, predict the reaction product. The product is: [CH3:2][O:3][C:4](=[O:11])[CH2:5][CH2:6][CH2:7][CH2:8][CH2:9][NH:10][C:32]([NH:31][S:28]([C:22]1[CH:23]=[CH:24][CH:25]=[CH:26][CH:27]=1)(=[O:30])=[O:29])=[O:33].